From a dataset of Full USPTO retrosynthesis dataset with 1.9M reactions from patents (1976-2016). Predict the reactants needed to synthesize the given product. (1) The reactants are: [F:1][C:2]1[CH:29]=[CH:28][CH:27]=[C:26]([F:30])[C:3]=1[C:4]([NH:6][C:7]1[S:8][C:9]([C:16]2[CH:21]=[CH:20][CH:19]=[C:18]([C:22]([F:25])([F:24])[F:23])[CH:17]=2)=[C:10]([C:12](O)([CH3:14])[CH3:13])[N:11]=1)=[O:5].C(O)(C(F)(F)F)=O. Given the product [F:1][C:2]1[CH:29]=[CH:28][CH:27]=[C:26]([F:30])[C:3]=1[C:4]([NH:6][C:7]1[S:8][C:9]([C:16]2[CH:21]=[CH:20][CH:19]=[C:18]([C:22]([F:23])([F:24])[F:25])[CH:17]=2)=[C:10]([C:12]([CH3:14])=[CH2:13])[N:11]=1)=[O:5], predict the reactants needed to synthesize it. (2) Given the product [CH3:1][N:2]1[C:3]([S:13][CH3:15])=[N:4][N:5]=[C:6]1[C:7]1[CH:12]=[CH:11][N:10]=[CH:9][CH:8]=1, predict the reactants needed to synthesize it. The reactants are: [CH3:1][N:2]1[C:6]([C:7]2[CH:12]=[CH:11][N:10]=[CH:9][CH:8]=2)=[N:5][NH:4][C:3]1=[S:13].I[CH3:15]. (3) Given the product [ClH:10].[CH2:12]([O:4][C:3](=[O:5])[C:2]([NH2:1])([CH3:7])[CH3:6])[CH3:13], predict the reactants needed to synthesize it. The reactants are: [NH2:1][C:2]([CH3:7])([CH3:6])[C:3]([OH:5])=[O:4].S(Cl)([Cl:10])=O.[CH2:12](O)[CH3:13]. (4) Given the product [CH2:12]([O:15][C:16]1[C:43]([C:44]([F:46])([F:47])[F:45])=[CH:42][CH:41]=[C:18]([CH2:19][O:20][C:21]2[CH:26]=[CH:25][C:24]([C:27]3[CH:28]=[CH:29][C:30]([CH2:33][C:34]([O:36][CH2:37][CH:38]=[CH2:39])=[O:35])=[CH:31][CH:32]=3)=[CH:23][C:22]=2[F:40])[C:17]=1[C:48]([OH:57])=[O:49])[CH:13]=[CH2:14], predict the reactants needed to synthesize it. The reactants are: Cl([O-])=O.[Na+].O.P([O-])(O)(O)=O.[Na+].[CH2:12]([O:15][C:16]1[C:17]([CH:48]=[O:49])=[C:18]([CH:41]=[CH:42][C:43]=1[C:44]([F:47])([F:46])[F:45])[CH2:19][O:20][C:21]1[CH:26]=[CH:25][C:24]([C:27]2[CH:32]=[CH:31][C:30]([CH2:33][C:34]([O:36][CH2:37][CH:38]=[CH2:39])=[O:35])=[CH:29][CH:28]=2)=[CH:23][C:22]=1[F:40])[CH:13]=[CH2:14].CC(=CC)C.S([O-])([O-])(=[O:57])=S.[Na+].[Na+].Cl. (5) Given the product [CH2:11]([S:15][CH2:4][CH2:3][CH2:2][C:1]([OH:5])=[O:6])[CH2:12][CH2:13][CH3:14], predict the reactants needed to synthesize it. The reactants are: [C:1]1(=[O:6])[O:5][CH2:4][CH2:3][CH2:2]1.[Al](Br)(Br)Br.[CH2:11]([SH:15])[CH2:12][CH2:13][CH3:14]. (6) Given the product [F:1][C:2]1[C:7]([F:8])=[CH:6][CH:5]=[CH:4][C:3]=1[C:9]1([OH:14])[CH2:13][CH2:12][N:11]([CH3:16])[CH2:10]1, predict the reactants needed to synthesize it. The reactants are: [F:1][C:2]1[C:7]([F:8])=[CH:6][CH:5]=[CH:4][C:3]=1[C:9]1([OH:14])[CH2:13][CH2:12][NH:11][CH2:10]1.O.[CH:16](O)=O. (7) Given the product [OH:1][CH2:2][C:3]1[CH:11]=[C:10]2[C:6]([CH2:7][C:8](=[O:12])[N:9]2[CH2:14][CH2:15][CH2:16][O:17][CH3:18])=[CH:5][CH:4]=1, predict the reactants needed to synthesize it. The reactants are: [OH:1][CH2:2][C:3]1[CH:11]=[C:10]2[C:6]([CH2:7][C:8](=[O:12])[NH:9]2)=[CH:5][CH:4]=1.Br[CH2:14][CH2:15][CH2:16][O:17][CH3:18].C(=O)([O-])[O-].[K+].[K+].[I-].[K+]. (8) Given the product [F:1][C:2]1[CH:13]=[CH:12][C:11]([CH3:14])=[C:10]2[C:3]=1[O:4][CH2:5][CH2:6][C:7]2=[O:9], predict the reactants needed to synthesize it. The reactants are: [F:1][C:2]1[CH:13]=[CH:12][C:11]([CH3:14])=[CH:10][C:3]=1[O:4][CH2:5][CH2:6][C:7]([OH:9])=O. (9) Given the product [CH:15]1[CH:14]=[CH:13][C:12]([NH:18][C:19]2[CH:25]=[CH:24][C:22]([NH:23][C:2]3[N:7]=[C:6]([NH:8][CH2:9][CH2:10][OH:30])[CH:5]=[CH:4][N:3]=3)=[CH:21][CH:20]=2)=[CH:17][CH:16]=1, predict the reactants needed to synthesize it. The reactants are: Cl[C:2]1[N:7]=[C:6]([NH:8][CH:9](O)[CH3:10])[CH:5]=[CH:4][N:3]=1.[C:12]1([NH:18][C:19]2[CH:25]=[CH:24][C:22]([NH2:23])=[CH:21][CH:20]=2)[CH:17]=[CH:16][CH:15]=[CH:14][CH:13]=1.C([OH:30])CCC. (10) Given the product [CH3:1][O:2][C:3](=[O:25])[CH:4]([C:17](=[O:24])[C:18]1[CH:23]=[CH:22][CH:21]=[CH:20][CH:19]=1)[CH2:5][C:6]([C:9]1[CH:14]=[C:13]([F:15])[CH:12]=[CH:11][C:10]=1[CH:26]=[CH2:27])([CH3:8])[CH3:7], predict the reactants needed to synthesize it. The reactants are: [CH3:1][O:2][C:3](=[O:25])[CH:4]([C:17](=[O:24])[C:18]1[CH:23]=[CH:22][CH:21]=[CH:20][CH:19]=1)[CH2:5][C:6]([C:9]1[CH:14]=[C:13]([F:15])[CH:12]=[CH:11][C:10]=1Br)([CH3:8])[CH3:7].[CH:26]([Sn](CCCC)(CCCC)CCCC)=[CH2:27].